This data is from Reaction yield outcomes from USPTO patents with 853,638 reactions. The task is: Predict the reaction yield, written as a fraction of the theoretical maximum amount of product (1.0 means a 100% yield; for example, 0.34 means a 34% yield). (1) The yield is 0.820. The product is [C:37]([N:27]1[CH2:28][CH2:29][C:22]2([S:21][C:20]([C:17]3[NH:18][C:19]4[C:15]([CH:16]=3)=[CH:14][CH:13]=[CH:12][C:11]=4[N:2]([CH3:1])[S:3]([C:6]3[S:7][CH:8]=[CH:9][CH:10]=3)(=[O:4])=[O:5])=[N:24][CH2:23]2)[CH2:25][CH2:26]1)(=[O:36])[CH3:38]. The catalyst is O.C(#N)C. The reactants are [CH3:1][N:2]([C:11]1[CH:12]=[CH:13][CH:14]=[C:15]2[C:19]=1[NH:18][C:17]([C:20]1[S:21][C:22]3([CH2:29][CH2:28][NH:27][CH2:26][CH2:25]3)[CH2:23][N:24]=1)=[CH:16]2)[S:3]([C:6]1[S:7][CH:8]=[CH:9][CH:10]=1)(=[O:5])=[O:4].N1C=CC=CC=1.[O:36]1CC[CH2:38][CH2:37]1.C(OC(=O)C)(=O)C. (2) The reactants are C(O[C:4]([C:6]1[O:7][C:8]2[CH:14]=[CH:13][C:12]([O:15][CH2:16][C:17]3[CH:22]=[CH:21][CH:20]=[CH:19][CH:18]=3)=[CH:11][C:9]=2[CH:10]=1)=[O:5])C.[CH3:23][CH2:24][Mg+].[Br-].[CH2:27]1COC[CH2:28]1. No catalyst specified. The product is [CH2:16]([O:15][C:12]1[CH:13]=[CH:14][C:8]2[O:7][C:6]([C:4]([OH:5])([CH2:23][CH3:24])[CH2:27][CH3:28])=[CH:10][C:9]=2[CH:11]=1)[C:17]1[CH:18]=[CH:19][CH:20]=[CH:21][CH:22]=1. The yield is 0.970. (3) The reactants are [F:1][C:2]1[CH:13]=[C:12]([C:14]2(O)[CH2:17][CH:16]([C:18]([N:20]3[CH2:24][CH2:23][CH2:22][CH2:21]3)=[O:19])[CH2:15]2)[CH:11]=[CH:10][C:3]=1[CH2:4][N:5]1[CH2:9][CH2:8][CH2:7][CH2:6]1.COCCN(S(F)(F)[F:36])CCOC.C(Cl)[Cl:40]. No catalyst specified. The product is [ClH:40].[F:1][C:2]1[CH:13]=[C:12]([C:14]2([F:36])[CH2:17][CH:16]([C:18]([N:20]3[CH2:24][CH2:23][CH2:22][CH2:21]3)=[O:19])[CH2:15]2)[CH:11]=[CH:10][C:3]=1[CH2:4][N:5]1[CH2:9][CH2:8][CH2:7][CH2:6]1. The yield is 0.670.